This data is from Forward reaction prediction with 1.9M reactions from USPTO patents (1976-2016). The task is: Predict the product of the given reaction. (1) Given the reactants [CH3:1][N:2]1[C:10]2[C:5](=[C:6]([N+:11]([O-])=O)[CH:7]=[CH:8][CH:9]=2)[CH:4]=[N:3]1, predict the reaction product. The product is: [CH3:1][N:2]1[C:10]2[CH:9]=[CH:8][CH:7]=[C:6]([NH2:11])[C:5]=2[CH:4]=[N:3]1. (2) Given the reactants [CH2:1]([O:8][C:9]1[C:10]([C:22](O)=[O:23])=[N:11][C:12]([C:17]2[O:18][CH:19]=[CH:20][CH:21]=2)=[CH:13][C:14]=1[S:15][CH3:16])[C:2]1[CH:7]=[CH:6][CH:5]=[CH:4][CH:3]=1.C(N(C(C)C)CC)(C)C.CN(C(ON1N=NC2C=CC=CC1=2)=[N+](C)C)C.F[P-](F)(F)(F)(F)F.[F:58][C:59]1[CH:66]=[CH:65][C:62]([CH2:63][NH2:64])=[CH:61][CH:60]=1, predict the reaction product. The product is: [F:58][C:59]1[CH:66]=[CH:65][C:62]([CH2:63][NH:64][C:22]([C:10]2[C:9]([O:8][CH2:1][C:2]3[CH:3]=[CH:4][CH:5]=[CH:6][CH:7]=3)=[C:14]([S:15][CH3:16])[CH:13]=[C:12]([C:17]3[O:18][CH:19]=[CH:20][CH:21]=3)[N:11]=2)=[O:23])=[CH:61][CH:60]=1.